From a dataset of Forward reaction prediction with 1.9M reactions from USPTO patents (1976-2016). Predict the product of the given reaction. The product is: [OH:1][CH2:2][C:3]1([CH2:6][C:7]([O:9][CH2:20][CH3:21])=[O:8])[CH2:5][CH2:4]1. Given the reactants [OH:1][CH2:2][C:3]1([CH2:6][C:7]([OH:9])=[O:8])[CH2:5][CH2:4]1.S(=O)(=O)(O)O.C(=O)(O)[O-].[Na+].[CH2:20](O)[CH3:21], predict the reaction product.